Dataset: Full USPTO retrosynthesis dataset with 1.9M reactions from patents (1976-2016). Task: Predict the reactants needed to synthesize the given product. (1) Given the product [CH3:51][O:50][C:48]([C:47]1[CH:46]=[C:45]([CH:54]=[CH:53][CH:52]=1)[CH2:44][N:3]1[CH2:4][CH:5]([C:22]2[CH:27]=[CH:26][CH:25]=[CH:24][CH:23]=2)[C:6]2([CH2:11][CH2:10][N:9]([C:12]([O:14][CH2:15][C:16]3[CH:17]=[CH:18][CH:19]=[CH:20][CH:21]=3)=[O:13])[CH2:8][CH2:7]2)[C:2]1=[O:1])=[O:49], predict the reactants needed to synthesize it. The reactants are: [O:1]=[C:2]1[C:6]2([CH2:11][CH2:10][N:9]([C:12]([O:14][CH2:15][C:16]3[CH:21]=[CH:20][CH:19]=[CH:18][CH:17]=3)=[O:13])[CH2:8][CH2:7]2)[CH:5]([C:22]2[CH:27]=[CH:26][CH:25]=[CH:24][CH:23]=2)[CH2:4][NH:3]1.C[Si]([N-][Si](C)(C)C)(C)C.[Li+].O1CCCC1.Br[CH2:44][C:45]1[CH:46]=[C:47]([CH:52]=[CH:53][CH:54]=1)[C:48]([O:50][CH3:51])=[O:49]. (2) Given the product [Cl:45][C:42]1[CH:43]=[C:44]2[NH:36][C:37]([O:65][C@H:66]3[C@H:70]4[O:71][CH2:72][C@@H:73]([OH:74])[C@H:69]4[O:68][CH2:67]3)=[N:38][C:39]2=[N:40][C:41]=1[C:46]1[CH:51]=[CH:50][C:49]([N:52]2[CH:56]=[C:55]3[CH2:57][N:58]([CH2:60][C:61]([F:62])([F:63])[F:64])[CH2:59][C:54]3=[N:53]2)=[CH:48][CH:47]=1, predict the reactants needed to synthesize it. The reactants are: C1(P(C2C=CC=CC=2)CCCCP(C2C=CC=CC=2)C2C=CC=CC=2)C=CC=CC=1.[BH4-].[Na+].C([N:36]1[C:44]2[C:39](=[N:40][C:41]([C:46]3[CH:51]=[CH:50][C:49]([N:52]4[CH:56]=[C:55]5[CH2:57][N:58]([CH2:60][C:61]([F:64])([F:63])[F:62])[CH2:59][C:54]5=[N:53]4)=[CH:48][CH:47]=3)=[C:42]([Cl:45])[CH:43]=2)[N:38]=[C:37]1[O:65][C@H:66]1[C@H:70]2[O:71][CH2:72][C@@H:73]([OH:74])[C@H:69]2[O:68][CH2:67]1)C=C. (3) Given the product [C:1]([N:8]1[CH2:9][CH2:10][N:11]([NH:17][C:30](=[O:31])[CH2:29][C:23]2[CH:28]=[CH:27][CH:26]=[CH:25][CH:24]=2)[CH2:12][CH2:13]1)([O:3][C:4]([CH3:7])([CH3:6])[CH3:5])=[O:2], predict the reactants needed to synthesize it. The reactants are: [C:1]([N:8]1[CH2:13][CH2:12][NH:11][CH2:10][CH2:9]1)([O:3][C:4]([CH3:7])([CH3:6])[CH3:5])=[O:2].C([N:17](C(C)C)CC)(C)C.[C:23]1([CH2:29][C:30](Cl)=[O:31])[CH:28]=[CH:27][CH:26]=[CH:25][CH:24]=1.